This data is from Full USPTO retrosynthesis dataset with 1.9M reactions from patents (1976-2016). The task is: Predict the reactants needed to synthesize the given product. (1) The reactants are: [S:1]1[CH:5]=[CH:4][CH:3]=[C:2]1[S:6]([NH:9][C:10]1[CH:11]=[CH:12][CH:13]=[C:14]2[C:18]=1[NH:17][C:16]([C:19]([OH:21])=O)=[CH:15]2)(=[O:8])=[O:7].[NH2:22][C:23]([CH3:27])([CH3:26])[CH2:24][OH:25].N1(O)C2C=CC=CC=2N=N1.Cl.CN(C)CCCN=C=NCC.C(O)(=O)CC(CC(O)=O)(C(O)=O)O. Given the product [OH:25][CH2:24][C:23]([NH:22][C:19]([C:16]1[NH:17][C:18]2[C:14]([CH:15]=1)=[CH:13][CH:12]=[CH:11][C:10]=2[NH:9][S:6]([C:2]1[S:1][CH:5]=[CH:4][CH:3]=1)(=[O:7])=[O:8])=[O:21])([CH3:27])[CH3:26], predict the reactants needed to synthesize it. (2) Given the product [OH:5][C@H:6]1[CH2:11][C@H:10]([CH3:12])[CH2:9][CH2:8][C@H:7]1[C:13]([OH:15])=[O:16], predict the reactants needed to synthesize it. The reactants are: [OH-].[Na+].BrBr.[OH:5][C@H:6]1[CH2:11][C@H:10]([CH3:12])[CH2:9][CH2:8][C@H:7]1[C:13](=[O:15])C.[O:16](Br)[Na].[O-]S([O-])=O.[Na+].[Na+].Cl. (3) Given the product [CH2:12]([C:7]1[C:6]([C:4]([OH:3])=[O:5])=[C:10](/[CH:11]=[CH:16]/[C:17]2[CH:22]=[CH:21][CH:20]=[CH:19][CH:18]=2)[O:9][N:8]=1)[CH2:13][CH2:14][CH3:15], predict the reactants needed to synthesize it. The reactants are: C([O:3][C:4]([C:6]1[C:7]([CH2:12][CH2:13][CH2:14][CH3:15])=[N:8][O:9][C:10]=1[CH3:11])=[O:5])C.[CH:16](=O)[C:17]1[CH:22]=[CH:21][CH:20]=[CH:19][CH:18]=1.[O-]CC.[Na+].Cl.